This data is from Forward reaction prediction with 1.9M reactions from USPTO patents (1976-2016). The task is: Predict the product of the given reaction. (1) Given the reactants [CH:1]1([NH:4][C:5]2[CH:10]=[CH:9][CH:8]=[CH:7][C:6]=2[N+:11]([O-])=O)[CH2:3][CH2:2]1.[H][H], predict the reaction product. The product is: [CH:1]1([NH:4][C:5]2[C:6]([NH2:11])=[CH:7][CH:8]=[CH:9][CH:10]=2)[CH2:3][CH2:2]1. (2) Given the reactants [CH3:1][C:2]1[CH:7]=[CH:6][C:5]([C:8]([CH3:10])=[O:9])=[C:4]([CH3:11])[CH:3]=1.[OH-].[Na+].[CH:14](=O)[C:15]1[CH:20]=[CH:19][CH:18]=[CH:17][CH:16]=1.Cl, predict the reaction product. The product is: [CH3:11][C:4]1[CH:3]=[C:2]([CH3:1])[CH:7]=[CH:6][C:5]=1[C:8](=[O:9])[CH:10]=[CH:14][C:15]1[CH:20]=[CH:19][CH:18]=[CH:17][CH:16]=1. (3) Given the reactants C1CCCCC1.CCCCCCCCCC1C=CC(OCCOCCOCCOCCOCCO)=CC=1.C(O)CCCCC.[Cl-].[K+].[O:47]=[C:48]([C@H:50]([CH2:52][C:53]1[CH:60]=[C:58]([OH:59])[C:56]([OH:57])=[CH:55][CH:54]=1)[NH2:51])[OH:49].[NH3:61].N.[Cl:63][Pt:64][Cl:65], predict the reaction product. The product is: [O:47]=[C:48]([C@H:50]([CH2:52][C:53]1[CH:60]=[C:58]([OH:59])[C:56]([OH:57])=[CH:55][CH:54]=1)[NH2:51])[OH:49].[NH3:61].[NH3:51].[Cl:63][Pt:64][Cl:65]. (4) Given the reactants [CH3:1][O:2][C:3]1[N:4]=[C:5]2[C:10](=[CH:11][CH:12]=1)[N:9]=[CH:8][CH:7]=[C:6]2[C:13]#[C:14][C:15]1([OH:25])[CH2:24][CH2:23][C:18]2([O:22][CH2:21][CH2:20][O:19]2)[CH2:17][CH2:16]1.[H][H], predict the reaction product. The product is: [CH3:1][O:2][C:3]1[N:4]=[C:5]2[C:10](=[CH:11][CH:12]=1)[N:9]=[CH:8][CH:7]=[C:6]2[CH2:13][CH2:14][C:15]1([OH:25])[CH2:16][CH2:17][C:18]2([O:22][CH2:21][CH2:20][O:19]2)[CH2:23][CH2:24]1.